This data is from Reaction yield outcomes from USPTO patents with 853,638 reactions. The task is: Predict the reaction yield, written as a fraction of the theoretical maximum amount of product (1.0 means a 100% yield; for example, 0.34 means a 34% yield). (1) The reactants are F[C:2]1[C:7]([C:8]2[N:16]=[CH:15][N:14]=[C:13]3[C:9]=2[N:10]=[CH:11][N:12]3C2CCCCO2)=[CH:6][CH:5]=[CH:4][N:3]=1.[NH2:23][C:24]1[C:25]([F:39])=[C:26]([NH:31][S:32]([CH2:35][CH2:36][CH2:37][F:38])(=[O:34])=[O:33])[CH:27]=[CH:28][C:29]=1[Cl:30].C[Si]([N-][Si](C)(C)C)(C)C.[Na+]. The catalyst is C1COCC1. The product is [N:16]1[C:8]([C:7]2[C:2]([NH:23][C:24]3[C:25]([F:39])=[C:26]([NH:31][S:32]([CH2:35][CH2:36][CH2:37][F:38])(=[O:33])=[O:34])[CH:27]=[CH:28][C:29]=3[Cl:30])=[N:3][CH:4]=[CH:5][CH:6]=2)=[C:9]2[C:13]([NH:12][CH:11]=[N:10]2)=[N:14][CH:15]=1. The yield is 0.470. (2) The reactants are [F:1][C:2]1[CH:3]=[C:4]2[C:8](=[CH:9][CH:10]=1)[N:7]([CH2:11][C:12]([O:14][CH3:15])=[O:13])[C:6]([CH3:16])=[C:5]2[CH2:17][C:18]1[CH:23]=[CH:22][C:21](=[O:24])[NH:20][N:19]=1.[F:25][C:26]1[CH:33]=[C:32]([F:34])[CH:31]=[CH:30][C:27]=1[CH2:28]Br.C(=O)([O-])[O-].[K+].[K+].CN(C=O)C. The catalyst is O. The product is [F:25][C:26]1[CH:33]=[C:32]([F:34])[CH:31]=[CH:30][C:27]=1[CH2:28][N:20]1[C:21](=[O:24])[CH:22]=[CH:23][C:18]([CH2:17][C:5]2[C:4]3[C:8](=[CH:9][CH:10]=[C:2]([F:1])[CH:3]=3)[N:7]([CH2:11][C:12]([O:14][CH3:15])=[O:13])[C:6]=2[CH3:16])=[N:19]1. The yield is 0.800. (3) The product is [CH2:1]([C:3]1[CH:8]=[CH:7][CH:6]=[CH:5][C:4]=1[C:9]1[CH:14]=[CH:13][C:12]([C:15]([OH:17])=[O:16])=[CH:11][C:10]=1[CH2:19][O:20][CH3:21])[CH3:2]. The reactants are [CH2:1]([C:3]1[CH:8]=[CH:7][CH:6]=[CH:5][C:4]=1[C:9]1[CH:14]=[CH:13][C:12]([C:15]([O:17]C)=[O:16])=[CH:11][C:10]=1[CH2:19][O:20][CH3:21])[CH3:2].O.[OH-].[Li+]. The catalyst is C1COCC1.O. The yield is 0.800. (4) The reactants are [CH3:1][N:2]1[C:6]([N:7]2[CH:11]=[CH:10][C:9]([C:12]([O:14]C)=[O:13])=[CH:8]2)=[CH:5][CH:4]=[N:3]1.[OH-].[Na+]. The catalyst is O1CCCC1.CO. The product is [CH3:1][N:2]1[C:6]([N:7]2[CH:11]=[CH:10][C:9]([C:12]([OH:14])=[O:13])=[CH:8]2)=[CH:5][CH:4]=[N:3]1. The yield is 0.960. (5) The reactants are [F:1][C:2]1[CH:7]=[CH:6][C:5]([C:8]2[S:12][C:11]([CH2:13][OH:14])=[N:10][C:9]=2[C:15]([OH:17])=O)=[CH:4][CH:3]=1.CCN=C=NCCCN(C)C.Cl.ON1C2C=CC=CC=2N=N1.[F:40][C:41]1[C:56]([F:57])=[CH:55][C:44]2[NH:45][C:46]([CH2:48][CH:49]3[CH2:54][CH2:53][CH2:52][CH2:51][NH:50]3)=[N:47][C:43]=2[CH:42]=1. The catalyst is CN(C=O)C. The product is [F:40][C:41]1[C:56]([F:57])=[CH:55][C:44]2[NH:45][C:46]([CH2:48][CH:49]3[CH2:54][CH2:53][CH2:52][CH2:51][N:50]3[C:15]([C:9]3[N:10]=[C:11]([CH2:13][OH:14])[S:12][C:8]=3[C:5]3[CH:4]=[CH:3][C:2]([F:1])=[CH:7][CH:6]=3)=[O:17])=[N:47][C:43]=2[CH:42]=1. The yield is 0.360.